Dataset: Forward reaction prediction with 1.9M reactions from USPTO patents (1976-2016). Task: Predict the product of the given reaction. Given the reactants [C:1]([O:7][CH2:8][CH2:9][CH2:10][CH3:11])(=[O:6])NC(N)=O, predict the reaction product. The product is: [C:1](=[O:6])([O:7][CH2:8][CH2:9][CH2:10][CH3:11])[O:7][CH2:8][CH2:9][CH2:10][CH3:11].